Dataset: Full USPTO retrosynthesis dataset with 1.9M reactions from patents (1976-2016). Task: Predict the reactants needed to synthesize the given product. (1) Given the product [CH3:4][N:3]1[CH:76]2[CH2:77][CH:78]([O:79][CH:64]([C:63]3[CH:62]=[CH:75][C:48]([Cl:52])=[CH:49][CH:50]=3)[C:55]3[CH:56]=[CH:57][CH:58]=[CH:59][CH:60]=3)[CH2:80][CH:2]1[CH2:1][CH2:21]2.[ClH:52], predict the reactants needed to synthesize it. The reactants are: [CH:1](O)([CH2:21]N(S(C(C(C(C(F)(F)F)(F)F)(F)F)(F)F)(=O)=O)C)[CH2:2][N:3](S(C(C(C(C(F)(F)F)(F)F)(F)F)(F)F)(=O)=O)[CH3:4].C(N(CC)CC)C.[C:48]([Cl:52])(=O)[CH:49]=[CH2:50].CO[C:55]1[CH:60]=[CH:59][C:58](O)=[CH:57][CH:56]=1.[CH:62]1[C:75]2N[C:75]3[C:62](=[CH:63][CH:64]=CC=3)SC=2C=[CH:64][CH:63]=1.[CH3:76][CH2:77][C:78]([CH3:80])=[O:79]. (2) Given the product [CH3:55][C:54]1[O:53][C:52]([C:56]2[CH:57]=[CH:58][CH:59]=[CH:60][CH:61]=2)=[N:51][C:50]=1[CH2:49][CH2:48][O:47][C:41]1[C:42]2[CH:46]=[CH:45][S:44][C:43]=2[C:38]([CH2:37][CH:5]2[S:1][C:2](=[O:7])[NH:3][C:4]2=[O:6])=[CH:39][CH:40]=1, predict the reactants needed to synthesize it. The reactants are: [S:1]1[CH2:5][C:4](=[O:6])[NH:3][C:2]1=[O:7].C([N-]C(C)C)(C)C.[Li+].C1COCC1.CCCCCCC.C(C1C=CC=CC=1)C.Br[CH2:37][C:38]1[C:43]2[S:44][CH:45]=[CH:46][C:42]=2[C:41]([O:47][CH2:48][CH2:49][C:50]2[N:51]=[C:52]([C:56]3[CH:61]=[CH:60][CH:59]=[CH:58][CH:57]=3)[O:53][C:54]=2[CH3:55])=[CH:40][CH:39]=1.Cl. (3) Given the product [CH3:32][N:24]([CH2:23][C:14]1[CH:15]=[C:16]([C:17]2[CH:22]=[CH:21][CH:20]=[CH:19][CH:18]=2)[N:12]([S:9]([C:5]2[CH:6]=[CH:7][CH:8]=[C:3]([C:1]3[NH:35][N:34]=[N:33][N:2]=3)[CH:4]=2)(=[O:10])=[O:11])[CH:13]=1)[C:25](=[O:31])[O:26][C:27]([CH3:28])([CH3:29])[CH3:30], predict the reactants needed to synthesize it. The reactants are: [C:1]([C:3]1[CH:4]=[C:5]([S:9]([N:12]2[C:16]([C:17]3[CH:22]=[CH:21][CH:20]=[CH:19][CH:18]=3)=[CH:15][C:14]([CH2:23][N:24]([CH3:32])[C:25](=[O:31])[O:26][C:27]([CH3:30])([CH3:29])[CH3:28])=[CH:13]2)(=[O:11])=[O:10])[CH:6]=[CH:7][CH:8]=1)#[N:2].[N-:33]=[N+:34]=[N-:35].[Na+].Cl.C(N(CC)CC)C.C1(C)C=CC=CC=1. (4) Given the product [Cl:41][C:38]1[CH:39]=[CH:40][C:35]([NH:34][C:32](=[O:33])[C:31]2[CH:48]=[CH:49][C:28]([CH2:27][S:88]([CH2:54][CH2:53][N:52]([CH3:56])[CH3:51])(=[O:90])=[O:87])=[CH:29][CH:30]=2)=[CH:36][C:37]=1[C:42]1[CH:47]=[CH:46][CH:45]=[CH:44][N:43]=1, predict the reactants needed to synthesize it. The reactants are: ClC1C=CC(N)=CC=1C1C=CC=CN=1.BrCC1C=CC(C(O)=O)=CC=1.Br[CH2:27][C:28]1[CH:49]=[CH:48][C:31]([C:32]([NH:34][C:35]2[CH:40]=[CH:39][C:38]([Cl:41])=[C:37]([C:42]3[CH:47]=[CH:46][CH:45]=[CH:44][N:43]=3)[CH:36]=2)=[O:33])=[CH:30][CH:29]=1.Cl.[CH3:51][N:52]([CH3:56])[CH2:53][CH2:54]S.ClC1C=CC(NC(=O)C2C=CC(CSCCN(C)C)=CC=2)=CC=1C1C=CC=CN=1.O[O:87][S:88]([O-:90])=O.[K+].